The task is: Predict which catalyst facilitates the given reaction.. This data is from Catalyst prediction with 721,799 reactions and 888 catalyst types from USPTO. (1) Reactant: [C:1]1(P(C2C=CC=CC=2)C2C=CC=CC=2)C=CC=CC=1.N([C:22]([O:24][CH:25](C)[CH3:27])=[O:23])=N[C:22]([O:24][CH:25]([CH3:27])C)=[O:23].[OH:34][C:35]1[CH:45]=[N:44][CH:43]=[CH:42][C:36]=1[C:37]([O:39][CH2:40][CH3:41])=[O:38]. Product: [CH2:25]([O:24][C:22](=[O:23])[CH2:1][O:34][C:35]1[CH:45]=[N:44][CH:43]=[CH:42][C:36]=1[C:37]([O:39][CH2:40][CH3:41])=[O:38])[CH3:27]. The catalyst class is: 1. (2) Reactant: C([O:3][C:4]([C:6]1[CH:10]=[CH:9][N:8]([CH:11]([CH3:13])[CH3:12])[N:7]=1)=O)C.[H-].[H-].[H-].[H-].[Li+].[Al+3].O.[OH-].[Na+]. Product: [CH:11]([N:8]1[CH:9]=[CH:10][C:6]([CH2:4][OH:3])=[N:7]1)([CH3:13])[CH3:12]. The catalyst class is: 49.